This data is from Forward reaction prediction with 1.9M reactions from USPTO patents (1976-2016). The task is: Predict the product of the given reaction. (1) Given the reactants C[O:2][C:3]([C:5]1([NH:12][C:13]([C:15]2[CH:34]=[CH:33][C:18]3[N:19]([CH:28]([CH2:31][CH3:32])[CH2:29][CH3:30])[C:20]([CH2:22][C:23]4[S:24][CH:25]=[CH:26][CH:27]=4)=[N:21][C:17]=3[CH:16]=2)=[O:14])[CH2:11][CH2:10][CH2:9][CH2:8][CH2:7][CH2:6]1)=[O:4].C1COCC1.[OH-].[Na+].Cl, predict the reaction product. The product is: [CH2:29]([CH:28]([N:19]1[C:18]2[CH:33]=[CH:34][C:15]([C:13]([NH:12][C:5]3([C:3]([OH:4])=[O:2])[CH2:11][CH2:10][CH2:9][CH2:8][CH2:7][CH2:6]3)=[O:14])=[CH:16][C:17]=2[N:21]=[C:20]1[CH2:22][C:23]1[S:24][CH:25]=[CH:26][CH:27]=1)[CH2:31][CH3:32])[CH3:30]. (2) The product is: [Br:13][CH2:10][C@@H:9]([CH3:12])[CH2:8][C:5]1[CH:6]=[CH:7][C:2]([Cl:1])=[CH:3][CH:4]=1. Given the reactants [Cl:1][C:2]1[CH:7]=[CH:6][C:5]([CH2:8][C@H:9]([CH3:12])[CH2:10]O)=[CH:4][CH:3]=1.[Br:13]N1C(=O)CCC1=O.C1(P(C2C=CC=CC=2)C2C=CC=CC=2)C=CC=CC=1.O, predict the reaction product. (3) Given the reactants [OH:1][N:2]=[C:3]([C:5]1[CH:6]=[C:7]([C:13]2[CH:18]=[CH:17][CH:16]=[C:15]([CH2:19][C:20]([OH:22])=[O:21])[CH:14]=2)[CH:8]=[CH:9][C:10]=1[O:11][CH3:12])[CH3:4].[F:23][C:24]([F:34])([F:33])[C:25]1[CH:32]=[CH:31][C:28]([CH2:29]Br)=[CH:27][CH:26]=1.[H-].[Na+].Cl, predict the reaction product. The product is: [CH3:12][O:11][C:10]1[CH:9]=[CH:8][C:7]([C:13]2[CH:18]=[CH:17][CH:16]=[C:15]([CH2:19][C:20]([OH:22])=[O:21])[CH:14]=2)=[CH:6][C:5]=1[C:3](=[N:2][O:1][CH2:29][C:28]1[CH:27]=[CH:26][C:25]([C:24]([F:23])([F:33])[F:34])=[CH:32][CH:31]=1)[CH3:4]. (4) Given the reactants C[Al](C)C.[Cl-].[NH4+:6].[CH2:7]([O:9][C:10]1[CH:17]=[CH:16][C:15]([S:18]([N:21]2[CH2:26][CH2:25][N:24]([CH2:27][CH3:28])[CH2:23][CH2:22]2)(=[O:20])=[O:19])=[CH:14][C:11]=1[C:12]#[N:13])[CH3:8], predict the reaction product. The product is: [CH2:7]([O:9][C:10]1[CH:17]=[CH:16][C:15]([S:18]([N:21]2[CH2:22][CH2:23][N:24]([CH2:27][CH3:28])[CH2:25][CH2:26]2)(=[O:20])=[O:19])=[CH:14][C:11]=1[C:12]([NH2:6])=[NH:13])[CH3:8]. (5) Given the reactants [Br:1][C:2]1[CH:7]=[CH:6][CH:5]=[CH:4]N=1.[CH3:8][CH2:9][CH2:10]CCCCCCCN.C(=O)([O-])[O-:20].[Cs+].[Cs+], predict the reaction product. The product is: [Br:1][C:2]1[C:9]([CH3:8])=[C:10]([OH:20])[C:5]([CH3:4])=[CH:6][CH:7]=1.